Task: Predict the reaction yield, written as a fraction of the theoretical maximum amount of product (1.0 means a 100% yield; for example, 0.34 means a 34% yield).. Dataset: Reaction yield outcomes from USPTO patents with 853,638 reactions The reactants are [CH:1]1([N:6]2[C:11]3[N:12]=[C:13]([NH:17][CH3:18])[N:14]=[C:15]([CH3:16])[C:10]=3[CH:9]=[C:8](B(O)O)[C:7]2=[O:22])[CH2:5][CH2:4][CH2:3][CH2:2]1.Cl.Br[C:25]1[CH:26]=[C:27]([CH:30]=[CH:31][C:32]=1[F:33])[CH2:28][NH2:29].C(=O)([O-])[O-].[K+].[K+]. The catalyst is COCCOC.CCO.[Pd].C1(P(C2C=CC=CC=2)C2C=CC=CC=2)C=CC=CC=1.C1(P(C2C=CC=CC=2)C2C=CC=CC=2)C=CC=CC=1.C1(P(C2C=CC=CC=2)C2C=CC=CC=2)C=CC=CC=1.C1(P(C2C=CC=CC=2)C2C=CC=CC=2)C=CC=CC=1. The product is [NH2:29][CH2:28][C:27]1[CH:26]=[CH:25][C:32]([F:33])=[C:31]([C:8]2[C:7](=[O:22])[N:6]([CH:1]3[CH2:5][CH2:4][CH2:3][CH2:2]3)[C:11]3[N:12]=[C:13]([NH:17][CH3:18])[N:14]=[C:15]([CH3:16])[C:10]=3[CH:9]=2)[CH:30]=1. The yield is 0.433.